This data is from Catalyst prediction with 721,799 reactions and 888 catalyst types from USPTO. The task is: Predict which catalyst facilitates the given reaction. (1) Reactant: CO[C:3]1[C:11]([O:12][CH3:13])=[C:10]([O:14][CH3:15])[CH:9]=[CH:8][C:4]=1[C:5]([OH:7])=[O:6].[CH2:16]([N-:18][CH2:19][CH3:20])[CH3:17].[Li+].O. Product: [CH2:16]([N:18]([CH2:19][CH3:20])[C:3]1[C:11]([O:12][CH3:13])=[C:10]([O:14][CH3:15])[CH:9]=[CH:8][C:4]=1[C:5]([OH:7])=[O:6])[CH3:17]. The catalyst class is: 1. (2) Reactant: [Cl:1][C:2]1[CH:10]=[CH:9][CH:8]=[C:7]2[C:3]=1[C:4](=O)[C:5](=[O:12])[N:6]2[CH3:11].O.NN. Product: [Cl:1][C:2]1[CH:10]=[CH:9][CH:8]=[C:7]2[C:3]=1[CH2:4][C:5](=[O:12])[N:6]2[CH3:11]. The catalyst class is: 46.